From a dataset of Catalyst prediction with 721,799 reactions and 888 catalyst types from USPTO. Predict which catalyst facilitates the given reaction. (1) Reactant: [Cl:1][C:2]1[C:3]([NH:23][C:24]2[CH:28]=[C:27]([CH3:29])[NH:26][N:25]=2)=[N:4][C:5]([NH:8][C:9]2[CH:14]=[C:13]([CH3:15])[C:12]([CH:16]3[CH2:21][CH2:20][NH:19][CH2:18][CH2:17]3)=[CH:11][C:10]=2[F:22])=[N:6][CH:7]=1.C([O-])([O-])=O.[Cs+].[Cs+].Cl[CH2:37][C:38]#[N:39].[NH4+].[Cl-]. Product: [Cl:1][C:2]1[C:3]([NH:23][C:24]2[CH:28]=[C:27]([CH3:29])[NH:26][N:25]=2)=[N:4][C:5]([NH:8][C:9]2[C:10]([F:22])=[CH:11][C:12]([CH:16]3[CH2:17][CH2:18][N:19]([CH2:37][C:38]#[N:39])[CH2:20][CH2:21]3)=[C:13]([CH3:15])[CH:14]=2)=[N:6][CH:7]=1. The catalyst class is: 10. (2) Reactant: [CH2:1]([NH:3][C:4]([NH:6][C:7]1[N:12]=[CH:11][C:10]([C:13]2[CH:14]=[N:15][CH:16]=[C:17]([C:19]([NH:21][NH2:22])=[O:20])[CH:18]=2)=[C:9]([C:23]2[S:24][CH:25]=[C:26]([C:28]([F:31])([F:30])[F:29])[N:27]=2)[CH:8]=1)=[O:5])[CH3:2].[C:32]([O:36][C:37]([NH:39][C@@H:40]([CH:44]1[CH2:49][CH2:48][CH2:47][CH2:46][CH2:45]1)[C:41](O)=[O:42])=[O:38])([CH3:35])([CH3:34])[CH3:33].C(N(C(C)C)CC)(C)C.CN(C(ON1N=NC2C=CC=NC1=2)=[N+](C)C)C.F[P-](F)(F)(F)(F)F. The catalyst class is: 31. Product: [CH:44]1([C@H:40]([NH:39][C:37](=[O:38])[O:36][C:32]([CH3:34])([CH3:33])[CH3:35])[C:41]([NH:22][NH:21][C:19]([C:17]2[CH:18]=[C:13]([C:10]3[CH:11]=[N:12][C:7]([NH:6][C:4]([NH:3][CH2:1][CH3:2])=[O:5])=[CH:8][C:9]=3[C:23]3[S:24][CH:25]=[C:26]([C:28]([F:31])([F:30])[F:29])[N:27]=3)[CH:14]=[N:15][CH:16]=2)=[O:20])=[O:42])[CH2:45][CH2:46][CH2:47][CH2:48][CH2:49]1. (3) Reactant: [F:1][C:2]1[CH:7]=[CH:6][C:5]([NH2:8])=[C:4]([N+:9]([O-:11])=[O:10])[CH:3]=1.[N+]([C:15]1[CH:20]=CC(O)=C[CH:16]=1)([O-])=O.S(=O)(=O)(O)O. Product: [F:1][C:2]1[CH:7]=[C:6]2[C:5](=[C:4]([N+:9]([O-:11])=[O:10])[CH:3]=1)[N:8]=[CH:20][CH:15]=[CH:16]2. The catalyst class is: 610. (4) Reactant: [CH2:1]([O:8][C:9]([N:11]1[CH2:16][CH2:15][N+:14]2=[N:17]O[C:19]([O-])=[C:13]2[CH2:12]1)=[O:10])[C:2]1[CH:7]=[CH:6][CH:5]=[CH:4][CH:3]=1.C(OC(N1CCNC(C(O)=O)C1)=O)C1C=CC=CC=1.[F:40][C:41]([F:45])([F:44])[C:42]#C. Product: [F:40][C:41]([F:45])([F:44])[C:42]1[CH:19]=[C:13]2[CH2:12][N:11]([C:9]([O:8][CH2:1][C:2]3[CH:7]=[CH:6][CH:5]=[CH:4][CH:3]=3)=[O:10])[CH2:16][CH2:15][N:14]2[N:17]=1. The catalyst class is: 673.